Dataset: Reaction yield outcomes from USPTO patents with 853,638 reactions. Task: Predict the reaction yield, written as a fraction of the theoretical maximum amount of product (1.0 means a 100% yield; for example, 0.34 means a 34% yield). The reactants are [NH2:1][C:2]1[CH:7]=[CH:6][C:5]([S:8]([N:11]([CH2:23][C:24]2[CH:29]=[CH:28][CH:27]=[CH:26][CH:25]=2)[C:12]2[C:17]([Cl:18])=[CH:16][C:15]([C:19]([F:22])([F:21])[F:20])=[CH:14][N:13]=2)(=[O:10])=[O:9])=[CH:4][CH:3]=1.[S:30](N)([NH2:33])(=[O:32])=[O:31]. The catalyst is O1CCOCC1. The product is [CH2:23]([N:11]([C:12]1[C:17]([Cl:18])=[CH:16][C:15]([C:19]([F:22])([F:21])[F:20])=[CH:14][N:13]=1)[S:8]([C:5]1[CH:6]=[CH:7][C:2]([NH:1][S:30](=[O:32])(=[O:31])[NH2:33])=[CH:3][CH:4]=1)(=[O:9])=[O:10])[C:24]1[CH:25]=[CH:26][CH:27]=[CH:28][CH:29]=1. The yield is 0.430.